Dataset: Full USPTO retrosynthesis dataset with 1.9M reactions from patents (1976-2016). Task: Predict the reactants needed to synthesize the given product. (1) Given the product [N+:11]([C:8]1[CH:7]=[C:3]2[C:2](=[CH:10][CH:9]=1)[NH:1][C:15](=[O:16])[NH:14][C:4]2=[O:6])([O-:13])=[O:12], predict the reactants needed to synthesize it. The reactants are: [NH2:1][C:2]1[CH:10]=[CH:9][C:8]([N+:11]([O-:13])=[O:12])=[CH:7][C:3]=1[C:4]([OH:6])=O.[NH2:14][C:15](N)=[O:16].[OH-].[Na+]. (2) Given the product [CH2:9]([O:8][C:6]([C:5]1[CH:4]=[C:3]([C:11]([O:13][CH2:14][CH3:15])=[O:12])[N:2]([CH2:23][C:24]([O:26][C:27]([CH3:30])([CH3:29])[CH3:28])=[O:25])[N:1]=1)=[O:7])[CH3:10], predict the reactants needed to synthesize it. The reactants are: [NH:1]1[C:5]([C:6]([O:8][CH2:9][CH3:10])=[O:7])=[CH:4][C:3]([C:11]([O:13][CH2:14][CH3:15])=[O:12])=[N:2]1.C(=O)([O-])[O-].[Cs+].[Cs+].Br[CH2:23][C:24]([O:26][C:27]([CH3:30])([CH3:29])[CH3:28])=[O:25].C(OCC)(=O)C. (3) Given the product [CH2:1]([N:8]([C:9]1[CH:10]=[CH:11][C:12]([OH:19])=[C:13]([CH:18]=1)[C:14]([O:16][CH3:17])=[O:15])[C:31](=[O:32])[C:30]1[CH:29]=[CH:28][C:27]([O:20][C:21]2[CH:26]=[CH:25][CH:24]=[CH:23][CH:22]=2)=[CH:35][CH:34]=1)[C:2]1[CH:3]=[CH:4][CH:5]=[CH:6][CH:7]=1, predict the reactants needed to synthesize it. The reactants are: [CH2:1]([NH:8][C:9]1[CH:10]=[CH:11][C:12]([OH:19])=[C:13]([CH:18]=1)[C:14]([O:16][CH3:17])=[O:15])[C:2]1[CH:7]=[CH:6][CH:5]=[CH:4][CH:3]=1.[O:20]([C:27]1[CH:35]=[CH:34][C:30]([C:31](Cl)=[O:32])=[CH:29][CH:28]=1)[C:21]1[CH:26]=[CH:25][CH:24]=[CH:23][CH:22]=1. (4) Given the product [Cl:16][C:13]1[CH:14]=[CH:15][C:10]([C@@H:9]2[O:8][CH2:7][CH2:6][NH:5][CH2:4][C@H:3]2[CH2:2][NH:1][C:34](=[O:35])[CH2:33][O:32][C:27]2[C:26]([F:25])=[CH:31][CH:30]=[CH:29][N:28]=2)=[CH:11][C:12]=1[F:17], predict the reactants needed to synthesize it. The reactants are: [NH2:1][CH2:2][C@H:3]1[C@H:9]([C:10]2[CH:15]=[CH:14][C:13]([Cl:16])=[C:12]([F:17])[CH:11]=2)[O:8][CH2:7][CH2:6][N:5](C(OC(C)(C)C)=O)[CH2:4]1.[F:25][C:26]1[C:27]([O:32][CH2:33][C:34](O)=[O:35])=[N:28][CH:29]=[CH:30][CH:31]=1. (5) Given the product [CH3:22][N:23]([CH3:28])[CH2:24][CH2:25][CH2:26][N:13]1[CH2:14][CH2:15][N:10]([C:7]2[CH:6]=[CH:5][C:4]([N+:1]([O-:3])=[O:2])=[CH:9][CH:8]=2)[CH2:11][CH2:12]1, predict the reactants needed to synthesize it. The reactants are: [N+:1]([C:4]1[CH:9]=[CH:8][C:7]([N:10]2[CH2:15][CH2:14][NH:13][CH2:12][CH2:11]2)=[CH:6][CH:5]=1)([O-:3])=[O:2].C(=O)([O-])O.[Na+].Cl.[CH3:22][N:23]([CH3:28])[CH2:24][CH2:25][CH2:26]Cl. (6) Given the product [CH3:1][O:2][C:3](=[O:34])[CH2:4][C@H:5]1[C:9]2[CH:10]=[CH:11][C:12]([O:14][C@H:15]3[C:23]4[C:18](=[C:19]([C:36]5[C:37]([CH3:50])=[CH:38][C:39]([C:43]6[CH:48]=[N:47][CH:46]=[C:45]([CH3:49])[N:44]=6)=[CH:40][C:41]=5[CH3:42])[CH:20]=[CH:21][C:22]=4[F:24])[CH2:17][CH2:16]3)=[CH:13][C:8]=2[O:7][CH2:6]1, predict the reactants needed to synthesize it. The reactants are: [CH3:1][O:2][C:3](=[O:34])[CH2:4][C@H:5]1[C:9]2[CH:10]=[CH:11][C:12]([O:14][C@H:15]3[C:23]4[C:18](=[C:19](B5OC(C)(C)C(C)(C)O5)[CH:20]=[CH:21][C:22]=4[F:24])[CH2:17][CH2:16]3)=[CH:13][C:8]=2[O:7][CH2:6]1.Br[C:36]1[C:41]([CH3:42])=[CH:40][C:39]([C:43]2[CH:48]=[N:47][CH:46]=[C:45]([CH3:49])[N:44]=2)=[CH:38][C:37]=1[CH3:50].BrC1C=CC(F)=C2C=1CC[C@H]2OC1C=CC2[C@H](CC(OC)=O)COC=2C=1. (7) Given the product [CH3:9][O:10][CH2:11][CH2:12][N:13]1[CH:7]([C:6]2[N:2]([CH3:1])[N:3]=[CH:4][CH:5]=2)[CH:15]([C:14]([NH:31][C:30]2[CH:32]=[CH:33][CH:34]=[C:28]([O:27][CH3:26])[CH:29]=2)=[O:25])[C:16]2[C:17](=[CH:21][CH:22]=[CH:23][CH:24]=2)[C:18]1=[O:20], predict the reactants needed to synthesize it. The reactants are: [CH3:1][N:2]1[C:6]([CH:7]=O)=[CH:5][CH:4]=[N:3]1.[CH3:9][O:10][CH2:11][CH2:12][NH2:13].[C:14]1(=[O:25])[O:20][C:18](=O)[C:17]2=[CH:21][CH:22]=[CH:23][CH:24]=[C:16]2[CH2:15]1.[CH3:26][O:27][C:28]1[CH:29]=[C:30]([CH:32]=[CH:33][CH:34]=1)[NH2:31]. (8) Given the product [F:8][C:5]1[CH:6]=[CH:7][C:2]2[N:3]([CH:10]=[C:11]([C:13]3[CH:18]=[CH:17][C:16]([CH2:19][CH:21]=[O:22])=[CH:15][CH:14]=3)[N:1]=2)[CH:4]=1, predict the reactants needed to synthesize it. The reactants are: [NH2:1][C:2]1[CH:7]=[CH:6][C:5]([F:8])=[CH:4][N:3]=1.Br[CH2:10][C:11]([C:13]1[CH:18]=[CH:17][C:16]([C:19]#N)=[CH:15][CH:14]=1)=O.[C:21](=O)([O-])[OH:22].[Na+].O. (9) Given the product [CH:20]1[C:21]2=[C:22]3[C:8]([C:5]4[C:6]2=[CH:7][CH:2]=[CH:3][CH:4]=4)=[CH:9][CH:10]=[CH:11][C:23]3=[C:18]([C:45]2[CH:44]=[CH:43][C:48]([B:29]([OH:34])[OH:30])=[CH:47][CH:46]=2)[CH:19]=1, predict the reactants needed to synthesize it. The reactants are: Br[C:2]1[CH:7]=[CH:6][C:5]([C:8]2[CH:9]=[CH:10][C:11]3C4C([C:18]5[C:23]=3[C:22]=2[CH:21]=[CH:20][CH:19]=5)=CC=CC=4)=[CH:4][CH:3]=1.C([Li])CCC.[B:29](OC(C)C)([O:34]C(C)C)[O:30]C(C)C.Cl.[CH3:43][CH2:44][CH2:45][CH2:46][CH2:47][CH3:48]. (10) Given the product [Cl:23][C:4]1[CH:3]=[C:2]([C:35]2[CH:36]=[CH:37][C:32]([C:30]#[N:31])=[N:33][CH:34]=2)[CH:7]=[CH:6][C:5]=1[CH:8]([CH3:22])[C:9]([OH:14])([C:15]1[CH:20]=[CH:19][N:18]=[C:17]([CH3:21])[CH:16]=1)[C:10]([F:13])([F:12])[F:11], predict the reactants needed to synthesize it. The reactants are: Br[C:2]1[CH:7]=[CH:6][C:5]([CH:8]([CH3:22])[C:9]([C:15]2[CH:20]=[CH:19][N:18]=[C:17]([CH3:21])[CH:16]=2)([OH:14])[C:10]([F:13])([F:12])[F:11])=[C:4]([Cl:23])[CH:3]=1.C([O-])([O-])=O.[Cs+].[Cs+].[C:30]([C:32]1[CH:37]=[CH:36][C:35](B2OC(C)(C)C(C)(C)O2)=[CH:34][N:33]=1)#[N:31].O.